From a dataset of Catalyst prediction with 721,799 reactions and 888 catalyst types from USPTO. Predict which catalyst facilitates the given reaction. (1) Reactant: [CH2:1]([N:8]1[CH2:13][CH2:12][NH:11][C@@H:10]([CH2:14][CH3:15])[CH2:9]1)[C:2]1[CH:7]=[CH:6][CH:5]=[CH:4][CH:3]=1.[H-].[Na+].Cl[C:19]1[O:20][C:21]2[C:22](=[C:24]([C:28]([O:30][CH3:31])=[O:29])[CH:25]=[CH:26][CH:27]=2)[N:23]=1. Product: [CH2:1]([N:8]1[CH2:13][CH2:12][N:11]([C:19]2[O:20][C:21]3[C:22](=[C:24]([C:28]([O:30][CH3:31])=[O:29])[CH:25]=[CH:26][CH:27]=3)[N:23]=2)[C@@H:10]([CH2:14][CH3:15])[CH2:9]1)[C:2]1[CH:3]=[CH:4][CH:5]=[CH:6][CH:7]=1. The catalyst class is: 57. (2) Reactant: [NH2:1][CH2:2][CH2:3][SH:4].[C:5]1([C:11]([C:19]2[CH:24]=[CH:23][CH:22]=[CH:21][CH:20]=2)([C:13]2[CH:18]=[CH:17][CH:16]=[CH:15][CH:14]=2)O)[CH:10]=[CH:9][CH:8]=[CH:7][CH:6]=1. Product: [C:11]([S:4][CH2:3][CH2:2][NH2:1])([C:5]1[CH:10]=[CH:9][CH:8]=[CH:7][CH:6]=1)([C:19]1[CH:20]=[CH:21][CH:22]=[CH:23][CH:24]=1)[C:13]1[CH:14]=[CH:15][CH:16]=[CH:17][CH:18]=1. The catalyst class is: 67. (3) Reactant: [CH:1]([C:3]1[CH:11]=[CH:10][C:6]([C:7]([OH:9])=O)=[CH:5][CH:4]=1)=[O:2].ON1C2C=CC=CC=2N=N1.Cl.[CH2:23]([O:25][C:26](=[O:30])[CH2:27][CH2:28][NH2:29])[CH3:24].C(N(C(C)C)CC)(C)C. Product: [CH2:23]([O:25][C:26](=[O:30])[CH2:27][CH2:28][NH:29][C:7](=[O:9])[C:6]1[CH:5]=[CH:4][C:3]([CH:1]=[O:2])=[CH:11][CH:10]=1)[CH3:24]. The catalyst class is: 3. (4) Reactant: [F:1][C:2]1[CH:7]=[C:6]([C:8]([F:11])([F:10])[F:9])[CH:5]=[CH:4][C:3]=1[C:12]1[N:17]=[CH:16][N:15]=[C:14]([NH:18][C:19]2[CH:24]=[CH:23][C:22]([O:25]C)=[CH:21][CH:20]=2)[C:13]=1[NH2:27].B(Br)(Br)Br.CO.O. Product: [NH2:27][C:13]1[C:14]([NH:18][C:19]2[CH:24]=[CH:23][C:22]([OH:25])=[CH:21][CH:20]=2)=[N:15][CH:16]=[N:17][C:12]=1[C:3]1[CH:4]=[CH:5][C:6]([C:8]([F:9])([F:10])[F:11])=[CH:7][C:2]=1[F:1]. The catalyst class is: 4. (5) Reactant: [S:1]1[CH:5]=[CH:4][C:3]([C:6]2[CH:11]=[CH:10][C:9]([CH:12]([CH3:15])[C:13]#[N:14])=[CH:8][N:7]=2)=[CH:2]1.Cl.C(N(CC)CC)C.[CH:24]([S:27](Cl)(=[O:29])=[O:28])([CH3:26])[CH3:25]. Product: [S:1]1[CH:5]=[CH:4][C:3]([C:6]2[CH:11]=[CH:10][C:9]([CH:12]([CH3:15])[CH2:13][NH:14][S:27]([CH:24]([CH3:26])[CH3:25])(=[O:29])=[O:28])=[CH:8][N:7]=2)=[CH:2]1. The catalyst class is: 36. (6) Reactant: [F:1][C:2]([F:12])([F:11])[C:3]1[CH:8]=[CH:7][C:6]([Mg]Br)=[CH:5][CH:4]=1.[CH:13]1([CH2:18][N:19]([CH2:32][CH:33]2[CH2:37][CH2:36][CH2:35][CH2:34]2)[C@@H:20]([CH:30]=[O:31])[CH2:21][CH2:22]/[CH:23]=[CH:24]/[C:25]([O:27][CH2:28][CH3:29])=[O:26])[CH2:17][CH2:16][CH2:15][CH2:14]1. Product: [CH:33]1([CH2:32][N:19]([CH2:18][CH:13]2[CH2:14][CH2:15][CH2:16][CH2:17]2)[C@@H:20]([C@@H:30]([OH:31])[C:6]2[CH:7]=[CH:8][C:3]([C:2]([F:12])([F:11])[F:1])=[CH:4][CH:5]=2)[CH2:21][CH2:22]/[CH:23]=[CH:24]/[C:25]([O:27][CH2:28][CH3:29])=[O:26])[CH2:34][CH2:35][CH2:36][CH2:37]1. The catalyst class is: 1. (7) Reactant: C(O[C:4]([C:6]1[C:7]2[S:15][CH:14]=[C:13]([CH2:16][O:17][C:18]3[CH:23]=[CH:22][CH:21]=[C:20]([NH:24][C:25](=[O:33])[C:26]4[CH:31]=[CH:30][C:29]([Cl:32])=[CH:28][CH:27]=4)[CH:19]=3)[C:8]=2[C:9]([NH2:12])=[N:10][CH:11]=1)=[O:5])C.[CH2:34]([CH2:36][NH2:37])[OH:35]. Product: [OH:35][CH2:34][CH2:36][NH:37][C:4]([C:6]1[C:7]2[S:15][CH:14]=[C:13]([CH2:16][O:17][C:18]3[CH:23]=[CH:22][CH:21]=[C:20]([NH:24][C:25](=[O:33])[C:26]4[CH:31]=[CH:30][C:29]([Cl:32])=[CH:28][CH:27]=4)[CH:19]=3)[C:8]=2[C:9]([NH2:12])=[N:10][CH:11]=1)=[O:5]. The catalyst class is: 16.